Predict which catalyst facilitates the given reaction. From a dataset of Catalyst prediction with 721,799 reactions and 888 catalyst types from USPTO. (1) Reactant: [NH2:1][CH2:2][C:3]1[CH:4]=[CH:5][C:6]([Cl:36])=[C:7]([C:9]2[NH:13][C:12](=[O:14])[N:11]([C:15]3[CH:33]=[CH:32][C:18]([C:19]([NH:21][C:22]4[CH:27]=[CH:26][CH:25]=[C:24]([C:28]([F:31])([F:30])[F:29])[CH:23]=4)=[O:20])=[C:17]([O:34][CH3:35])[CH:16]=3)[N:10]=2)[CH:8]=1.[CH:37]1([C:40](Cl)=[O:41])[CH2:39][CH2:38]1.CCN(C(C)C)C(C)C. Product: [Cl:36][C:6]1[CH:5]=[CH:4][C:3]([CH2:2][NH:1][C:40]([CH:37]2[CH2:39][CH2:38]2)=[O:41])=[CH:8][C:7]=1[C:9]1[NH:13][C:12](=[O:14])[N:11]([C:15]2[CH:33]=[CH:32][C:18]([C:19]([NH:21][C:22]3[CH:27]=[CH:26][CH:25]=[C:24]([C:28]([F:31])([F:30])[F:29])[CH:23]=3)=[O:20])=[C:17]([O:34][CH3:35])[CH:16]=2)[N:10]=1. The catalyst class is: 1. (2) Reactant: [Li+].CC([N-]C(C)C)C.[F:9][C:10]1[CH:15]=[C:14]([Br:16])[CH:13]=[CH:12][C:11]=1[NH2:17].Cl[C:19]1[C:27]([C:28]([OH:30])=[O:29])=[C:26]2[N:22]([CH2:23][CH2:24][CH2:25]2)[C:21](=[O:31])[CH:20]=1. Product: [Br:16][C:14]1[CH:13]=[CH:12][C:11]([NH:17][C:19]2[C:27]([C:28]([OH:30])=[O:29])=[C:26]3[N:22]([CH2:23][CH2:24][CH2:25]3)[C:21](=[O:31])[CH:20]=2)=[C:10]([F:9])[CH:15]=1. The catalyst class is: 1.